Dataset: Catalyst prediction with 721,799 reactions and 888 catalyst types from USPTO. Task: Predict which catalyst facilitates the given reaction. (1) Reactant: [N:1]1([CH2:14][CH2:15][O:16][CH2:17][CH2:18][NH:19][C:20](=[O:26])[O:21][C:22]([CH3:25])([CH3:24])[CH3:23])[C:13]2[C:12]3[CH:11]=[CH:10][CH:9]=[CH:8][C:7]=3[N:6]=[CH:5][C:4]=2[N:3]=[CH:2]1.C1C=C(Cl)C=C(C(OO)=[O:35])C=1.C([O-])(O)=O.[Na+]. The catalyst class is: 2. Product: [O-:35][N+:6]1[C:7]2[CH:8]=[CH:9][CH:10]=[CH:11][C:12]=2[C:13]2[N:1]([CH2:14][CH2:15][O:16][CH2:17][CH2:18][NH:19][C:20](=[O:26])[O:21][C:22]([CH3:23])([CH3:25])[CH3:24])[CH:2]=[N:3][C:4]=2[CH:5]=1. (2) Reactant: Br[C:2]1[CH:7]=[CH:6][C:5]([N+:8]([O-:10])=[O:9])=[CH:4][N:3]=1.[NH:11]1[CH2:16][CH2:15][NH:14][CH2:13][CH2:12]1. Product: [N+:8]([C:5]1[CH:6]=[CH:7][C:2]([N:11]2[CH2:16][CH2:15][NH:14][CH2:13][CH2:12]2)=[N:3][CH:4]=1)([O-:10])=[O:9]. The catalyst class is: 7. (3) Reactant: CC(C)([O-])C.[K+].[C:7](#[N:10])[CH2:8][CH3:9].CO[C:13](=[O:22])[C:14]1[CH:19]=[CH:18][C:17]([C:20]#[N:21])=[CH:16][CH:15]=1. Product: [C:7]([CH:8]([CH3:9])[C:13]([C:14]1[CH:15]=[CH:16][C:17]([C:20]#[N:21])=[CH:18][CH:19]=1)=[O:22])#[N:10]. The catalyst class is: 7. (4) Reactant: [CH3:1][O:2][C@@H:3]([C@@H:21]1[CH2:25][CH2:24][CH2:23][N:22]1[C:26](=[O:45])[CH2:27][C@@H:28]([O:43][CH3:44])[C@@H:29]([N:34]([CH3:42])[C:35](=[O:41])[C@H:36]([CH:38]([CH3:40])[CH3:39])[NH2:37])[C@@H:30]([CH3:33])[CH2:31][CH3:32])[C@@H:4]([CH3:20])[C:5]([NH:7][C@H:8]([C:16]([O:18][CH3:19])=[O:17])[CH2:9][C:10]1[CH:15]=[CH:14][CH:13]=[CH:12][CH:11]=1)=[O:6].C1C2C(COC([NH:63][C@:64]([C:69](O)=[O:70])([CH3:68])[CH:65]([CH3:67])[CH3:66])=O)C3C(=CC=CC=3)C=2C=CC=1.CCN(C(C)C)C(C)C.CN(C(ON1N=NC2C=CC=NC1=2)=[N+](C)C)C.F[P-](F)(F)(F)(F)F.C(NCC)C. Product: [CH3:66][CH:65]([CH3:67])[C@@:64]([C:69]([NH:37][C@H:36]([C:35]([N:34]([C@@H:29]([C@@H:30]([CH3:33])[CH2:31][CH3:32])[C@H:28]([O:43][CH3:44])[CH2:27][C:26]([N:22]1[CH2:23][CH2:24][CH2:25][C@H:21]1[C@H:3]([O:2][CH3:1])[C@@H:4]([CH3:20])[C:5]([NH:7][C@@H:8]([CH2:9][C:10]1[CH:11]=[CH:12][CH:13]=[CH:14][CH:15]=1)[C:16]([O:18][CH3:19])=[O:17])=[O:6])=[O:45])[CH3:42])=[O:41])[CH:38]([CH3:39])[CH3:40])=[O:70])([CH3:68])[NH2:63]. The catalyst class is: 4. (5) Reactant: [C:1]1(=[O:11])[O:6][C:4](=O)[C:3]2=[CH:7][CH:8]=[CH:9][CH:10]=[C:2]12.[NH2:12][CH2:13][CH2:14][C:15]([OH:17])=[O:16]. Product: [CH:8]1[CH:7]=[C:3]2[C:4]([N:12]([CH2:13][CH2:14][C:15]([OH:17])=[O:16])[C:1](=[O:11])[C:2]2=[CH:10][CH:9]=1)=[O:6]. The catalyst class is: 88. (6) Reactant: [N:1]1([C:6]2[CH:30]=[CH:29][C:9]([O:10][CH2:11][CH2:12][C@@H:13]3[CH2:15][C@@H:14]3[CH:16]3[CH2:21][CH2:20][N:19]([C:22](OCC(C)C)=O)[CH2:18][CH2:17]3)=[CH:8][CH:7]=2)[CH:5]=[N:4][N:3]=[N:2]1.C(=O)([O-])[O-].[K+].[K+].[N:37]#CBr. Product: [N:1]1([C:6]2[CH:7]=[CH:8][C:9]([O:10][CH2:11][CH2:12][C@@H:13]3[CH2:15][C@@H:14]3[CH:16]3[CH2:21][CH2:20][N:19]([C:22]#[N:37])[CH2:18][CH2:17]3)=[CH:29][CH:30]=2)[CH:5]=[N:4][N:3]=[N:2]1. The catalyst class is: 22. (7) Reactant: [CH3:1][C@@H:2]([NH:30]C(=O)OC(C)(C)C)[C:3]([NH:5][C:6]1[CH:11]=[CH:10][C:9]([O:12][CH3:13])=[C:8]([NH:14][S:15]([C:18]2[CH:23]=[CH:22][C:21]([C:24]3[O:25][C:26]([CH3:29])=[CH:27][CH:28]=3)=[CH:20][CH:19]=2)(=[O:17])=[O:16])[CH:7]=1)=[O:4].[ClH:38]. Product: [ClH:38].[CH3:29][C:26]1[O:25][C:24]([C:21]2[CH:20]=[CH:19][C:18]([S:15]([NH:14][C:8]3[CH:7]=[C:6]([NH:5][C:3](=[O:4])[C@@H:2]([CH3:1])[NH2:30])[CH:11]=[CH:10][C:9]=3[O:12][CH3:13])(=[O:16])=[O:17])=[CH:23][CH:22]=2)=[CH:28][CH:27]=1. The catalyst class is: 12.